This data is from Full USPTO retrosynthesis dataset with 1.9M reactions from patents (1976-2016). The task is: Predict the reactants needed to synthesize the given product. (1) Given the product [C:17]([C:19]1[CH:20]=[C:21]2[C:26](=[CH:27][CH:28]=1)[N:25]=[C:24]([C:29]([NH:93][CH2:92][C:88]1[CH:89]=[CH:90][CH:91]=[C:86]([CH2:85][O:84][CH2:83][C:80]3[N:81]=[CH:82][NH:78][N:79]=3)[CH:87]=1)=[O:31])[NH:23][C:22]2=[O:34])#[N:18], predict the reactants needed to synthesize it. The reactants are: O=C1C2C(=CC=CC=2)N=C(C(OCC)=O)N1.[C:17]([C:19]1[CH:20]=[C:21]2[C:26](=[CH:27][CH:28]=1)[N:25]=[C:24]([C:29]([O:31]CC)=O)[NH:23][C:22]2=[O:34])#[N:18].C1(C(C2C=CC=CC=2)(C2C=CC=CC=2)N2C=NC(CCCOC3C=C(CN)C=CN=3)=N2)C=CC=CC=1.C1(C(C2C=CC=CC=2)(C2C=CC=CC=2)[N:78]2[CH:82]=[N:81][C:80]([CH2:83][O:84][CH2:85][C:86]3[CH:87]=[C:88]([CH2:92][NH2:93])[CH:89]=[CH:90][CH:91]=3)=[N:79]2)C=CC=CC=1. (2) Given the product [Cl:1][C:2]1[C:3]([F:32])=[C:4]([CH:29]=[CH:30][CH:31]=1)[NH:5][C:6]1[C:15]2[C:10](=[CH:11][C:12]([O:27][CH3:28])=[C:13]([O:16][CH:17]3[CH2:22][CH2:21][N:20]([C:23](=[O:26])[CH2:24][N:35]4[CH2:40][CH2:39][O:38][CH2:37][CH2:36]4)[CH2:19][CH2:18]3)[CH:14]=2)[N:9]=[CH:8][N:7]=1, predict the reactants needed to synthesize it. The reactants are: [Cl:1][C:2]1[C:3]([F:32])=[C:4]([CH:29]=[CH:30][CH:31]=1)[NH:5][C:6]1[C:15]2[C:10](=[CH:11][C:12]([O:27][CH3:28])=[C:13]([O:16][CH:17]3[CH2:22][CH2:21][N:20]([C:23](=[O:26])[CH2:24]Cl)[CH2:19][CH2:18]3)[CH:14]=2)[N:9]=[CH:8][N:7]=1.[I-].[Na+].[NH:35]1[CH2:40][CH2:39][O:38][CH2:37][CH2:36]1. (3) Given the product [I:11][C:12]1[C:17]([O:18][CH2:19][O:20][CH3:21])=[C:16]([CH:15]=[CH:14][N:13]=1)[CH:1]=[O:2], predict the reactants needed to synthesize it. The reactants are: [CH2:1](Cl)[O:2]C.CC(C)([O-])C.[K+].[I:11][C:12]1[C:17]([O:18][CH2:19][O:20][CH3:21])=[CH:16][CH:15]=[CH:14][N:13]=1.[Li+].CC([N-]C(C)C)C.